This data is from Full USPTO retrosynthesis dataset with 1.9M reactions from patents (1976-2016). The task is: Predict the reactants needed to synthesize the given product. The reactants are: [Si:1]([O:8][CH2:9][CH:10]([CH3:23])[CH2:11][N:12]1[C:17]2[CH:18]=[CH:19][CH:20]=[CH:21][C:16]=2[O:15][CH2:14][C:13]1=[O:22])([C:4]([CH3:7])([CH3:6])[CH3:5])([CH3:3])[CH3:2].O.[F-].C([N+](CCCC)(CCCC)CCCC)CCC.C1C[O:46][CH2:45]C1. Given the product [Si:1]([O:8][CH2:9][C@@H:10]([CH3:23])[CH2:11][N:12]1[C:17]2[CH:18]=[C:19]([O:46][CH3:45])[CH:20]=[CH:21][C:16]=2[O:15][CH2:14][C:13]1=[O:22])([C:4]([CH3:7])([CH3:5])[CH3:6])([CH3:3])[CH3:2], predict the reactants needed to synthesize it.